From a dataset of Full USPTO retrosynthesis dataset with 1.9M reactions from patents (1976-2016). Predict the reactants needed to synthesize the given product. (1) Given the product [Cl:17][C:18]1[CH:19]=[CH:20][C:21]([O:33][CH:34]2[CH2:35][CH2:2][N:6]([C:13](=[O:15])[C:12]([NH:11][C:9]3[CH:8]=[CH:7][C:5]4[NH:6][C:2](=[O:1])[S:3][C:4]=4[CH:10]=3)=[O:16])[CH2:5][CH2:4]2)=[CH:29][CH:30]=1, predict the reactants needed to synthesize it. The reactants are: [O:1]=[C:2]1[NH:6][C:5]2[CH:7]=[CH:8][C:9]([NH:11][C:12](=[O:16])[C:13]([OH:15])=O)=[CH:10][C:4]=2[S:3]1.[Cl:17][C:18]1[CH:30]=[CH:29][C:21](CC2CCNCC2)=[CH:20][CH:19]=1.C([O:33][CH2:34][CH3:35])C. (2) Given the product [NH2:1][C:2]1[N:6]([C:7]2[C:12]([Cl:13])=[CH:11][C:10]([C:14]([F:17])([F:16])[F:15])=[CH:9][C:8]=2[Cl:18])[N:5]=[C:4]([C:19]#[N:20])[C:3]=1[C:21]1([C:24](=[S:36])[NH2:26])[CH2:23][CH2:22]1, predict the reactants needed to synthesize it. The reactants are: [NH2:1][C:2]1[N:6]([C:7]2[C:12]([Cl:13])=[CH:11][C:10]([C:14]([F:17])([F:16])[F:15])=[CH:9][C:8]=2[Cl:18])[N:5]=[C:4]([C:19]#[N:20])[C:3]=1[C:21]1([C:24]([NH2:26])=O)[CH2:23][CH2:22]1.COC1C=CC(P2(SP(C3C=CC(OC)=CC=3)(=S)S2)=[S:36])=CC=1. (3) Given the product [CH2:1]([O:4][C@H:5]1[C@H:10]([O:11][CH2:12][C:13]2[CH:9]=[CH:10][CH:5]=[CH:6][CH:7]=2)[C@@H:9]([CH2:15][O:16][CH2:17][C:18]2[CH:31]=[CH:28][CH:29]=[CH:30][CH:25]=2)[O:8][CH:7]=[CH:6]1)[C:2]1[CH:31]=[CH:28][CH:29]=[CH:30][CH:25]=1, predict the reactants needed to synthesize it. The reactants are: [C:1]([O:4][C@H:5]1[C@H:10]([O:11][C:12](=O)[CH3:13])[C@@H:9]([CH2:15][O:16][C:17](=O)[CH3:18])[O:8][CH:7]=[CH:6]1)(=O)[CH3:2].C[O-].[Na+].[H-].[Na+].[CH:25]1[CH:30]=[CH:29][C:28]([CH2:31]Br)=CC=1. (4) Given the product [C:2]1([CH:1]2[S:13][CH2:9][CH2:10][CH2:11][S:12]2)[CH:7]=[CH:6][CH:5]=[CH:4][CH:3]=1, predict the reactants needed to synthesize it. The reactants are: [CH:1](=O)[C:2]1[CH:7]=[CH:6][CH:5]=[CH:4][CH:3]=1.[CH2:9]([SH:13])[CH2:10][CH2:11][SH:12].B(F)(F)F.CCOCC.C(CCOC(CC1(CC(O)=O)CCCCC1)=O)#N. (5) Given the product [I:12][C:6]1[CH:7]=[C:2]([Cl:1])[CH:3]=[C:4]([N+:9]([O-:11])=[O:10])[C:5]=1[NH2:8], predict the reactants needed to synthesize it. The reactants are: [Cl:1][C:2]1[CH:7]=[CH:6][C:5]([NH2:8])=[C:4]([N+:9]([O-:11])=[O:10])[CH:3]=1.[I:12]I. (6) Given the product [N:38]1[CH:43]=[CH:42][C:41]([O:20][C@@H:21]2[CH2:26][CH2:25][C@H:24]([C:27]([O:29][C:30]([CH3:31])([CH3:32])[CH3:33])=[O:28])[C@@H:23]([C:34]([O:36][CH3:37])=[O:35])[CH2:22]2)=[CH:40][CH:39]=1, predict the reactants needed to synthesize it. The reactants are: C1(P(C2C=CC=CC=2)C2C=CC=CC=2)C=CC=CC=1.[OH:20][C@H:21]1[CH2:26][CH2:25][C@H:24]([C:27]([O:29][C:30]([CH3:33])([CH3:32])[CH3:31])=[O:28])[C@@H:23]([C:34]([O:36][CH3:37])=[O:35])[CH2:22]1.[N:38]1[CH:43]=[CH:42][C:41](O)=[CH:40][CH:39]=1.O1CCCC1.N(C(OCC)=O)=NC(OCC)=O. (7) Given the product [Cl:1][C:2]1[C:3]([C:4]([O:6][CH2:7][CH3:8])=[O:5])=[C:9]([F:13])[C:10]([CH:25]=[O:26])=[CH:11][CH:12]=1, predict the reactants needed to synthesize it. The reactants are: [Cl:1][C:2]1[CH:12]=[CH:11][CH:10]=[C:9]([F:13])[C:3]=1[C:4]([O:6][CH2:7][CH3:8])=[O:5].[Li+].CC([N-]C(C)C)C.CN([CH:25]=[O:26])C. (8) The reactants are: [F:1][C:2]([F:44])([F:43])[C:3]1[CH:4]=[C:5]([C@H:13]([O:15][C@@H:16]2[C@@H:20]([C:21]3[CH:26]=[CH:25][CH:24]=[CH:23][CH:22]=3)[CH2:19][N:18]([C:27]([CH:29]3[CH2:33][O:32]C(C)(C)[N:30]3C(OC(C)(C)C)=O)=[O:28])[CH2:17]2)[CH3:14])[CH:6]=[C:7]([C:9]([F:12])([F:11])[F:10])[CH:8]=1.C1(OC)C=CC=CC=1.C(O)(C(F)(F)F)=O. Given the product [NH2:30][CH:29]([C:27]([N:18]1[CH2:19][C@H:20]([C:21]2[CH:22]=[CH:23][CH:24]=[CH:25][CH:26]=2)[C@@H:16]([O:15][C@@H:13]([C:5]2[CH:6]=[C:7]([C:9]([F:10])([F:11])[F:12])[CH:8]=[C:3]([C:2]([F:44])([F:1])[F:43])[CH:4]=2)[CH3:14])[CH2:17]1)=[O:28])[CH2:33][OH:32], predict the reactants needed to synthesize it.